Dataset: Forward reaction prediction with 1.9M reactions from USPTO patents (1976-2016). Task: Predict the product of the given reaction. (1) Given the reactants [CH2:1]([NH:8][C:9]1[C:10]2[CH:18]=[C:17]([C:19]([OH:21])=O)[C:16](=[O:22])[N:15]([O:23][CH2:24][C:25]3[CH:30]=[CH:29][CH:28]=[CH:27][CH:26]=3)[C:11]=2[N:12]=[CH:13][N:14]=1)[C:2]1[CH:7]=[CH:6][CH:5]=[CH:4][CH:3]=1.[CH2:31]([NH2:38])[C:32]1[CH:37]=[CH:36][CH:35]=[CH:34][CH:33]=1.C(N(C(C)C)C(C)C)C.CN(C(ON1N=NC2C=CC=NC1=2)=[N+](C)C)C.F[P-](F)(F)(F)(F)F, predict the reaction product. The product is: [CH2:31]([NH:38][C:19]([C:17]1[C:16](=[O:22])[N:15]([O:23][CH2:24][C:25]2[CH:30]=[CH:29][CH:28]=[CH:27][CH:26]=2)[C:11]2[N:12]=[CH:13][N:14]=[C:9]([NH:8][CH2:1][C:2]3[CH:3]=[CH:4][CH:5]=[CH:6][CH:7]=3)[C:10]=2[CH:18]=1)=[O:21])[C:32]1[CH:37]=[CH:36][CH:35]=[CH:34][CH:33]=1. (2) Given the reactants [Cl:1][C:2]1[CH:26]=[CH:25][C:5]([C:6]([NH:8][CH:9]([CH2:13][C:14]2[C:23]3[C:18](=[CH:19][CH:20]=[CH:21][CH:22]=3)[NH:17][C:16](=[O:24])[CH:15]=2)[C:10]([OH:12])=[S:11])=[O:7])=[CH:4][CH:3]=1.Br[CH2:28][CH2:29][CH2:30][CH3:31], predict the reaction product. The product is: [Cl:1][C:2]1[CH:3]=[CH:4][C:5]([C:6]([NH:8][CH:9]([CH2:13][C:14]2[C:23]3[C:18](=[CH:19][CH:20]=[CH:21][CH:22]=3)[NH:17][C:16](=[O:24])[CH:15]=2)[C:10]([S:11][CH2:28][CH2:29][CH2:30][CH3:31])=[O:12])=[O:7])=[CH:25][CH:26]=1. (3) Given the reactants I[C:2]1[C:10]2[C:5](=[CH:6][CH:7]=[C:8]([C:11]3[O:15][N:14]=[C:13]([NH2:16])[N:12]=3)[CH:9]=2)[NH:4][CH:3]=1.[CH:17]([O:20][C:21]1[CH:26]=[CH:25][CH:24]=[C:23]([Sn](CCCC)(CCCC)CCCC)[N:22]=1)([CH3:19])[CH3:18].N#N, predict the reaction product. The product is: [CH:17]([O:20][C:21]1[N:22]=[C:23]([C:2]2[C:10]3[C:5](=[CH:6][CH:7]=[C:8]([C:11]4[O:15][N:14]=[C:13]([NH2:16])[N:12]=4)[CH:9]=3)[NH:4][CH:3]=2)[CH:24]=[CH:25][CH:26]=1)([CH3:19])[CH3:18]. (4) The product is: [NH:23]1[C:24]2[CH:37]=[CH:36][CH:35]=[CH:34][C:25]=2[N:26]=[C:22]1[CH2:21][N:8]([CH2:1][C:2]1[CH:7]=[CH:6][CH:5]=[CH:4][CH:3]=1)[S:9]([C:12]1[CH:13]=[CH:14][C:15]([CH:18]=[O:19])=[CH:16][CH:17]=1)(=[O:11])=[O:10]. Given the reactants [CH2:1]([NH:8][S:9]([C:12]1[CH:17]=[CH:16][C:15]([CH:18]=[O:19])=[CH:14][CH:13]=1)(=[O:11])=[O:10])[C:2]1[CH:7]=[CH:6][CH:5]=[CH:4][CH:3]=1.Cl[CH2:21][C:22]1[N:26](C(OC(C)(C)C)=O)[C:25]2[CH:34]=[CH:35][CH:36]=[CH:37][C:24]=2[N:23]=1.C(=O)([O-])[O-].[K+].[K+].[I-].[K+].C(O)(C(F)(F)F)=O, predict the reaction product.